From a dataset of NCI-60 drug combinations with 297,098 pairs across 59 cell lines. Regression. Given two drug SMILES strings and cell line genomic features, predict the synergy score measuring deviation from expected non-interaction effect. (1) Drug 1: CNC(=O)C1=CC=CC=C1SC2=CC3=C(C=C2)C(=NN3)C=CC4=CC=CC=N4. Drug 2: C1=NC(=NC(=O)N1C2C(C(C(O2)CO)O)O)N. Cell line: U251. Synergy scores: CSS=13.2, Synergy_ZIP=-5.38, Synergy_Bliss=-2.75, Synergy_Loewe=-3.47, Synergy_HSA=-1.91. (2) Synergy scores: CSS=41.0, Synergy_ZIP=-1.99, Synergy_Bliss=-6.27, Synergy_Loewe=-3.91, Synergy_HSA=-3.68. Drug 2: C1=C(C(=O)NC(=O)N1)F. Cell line: HOP-92. Drug 1: CC12CCC3C(C1CCC2=O)CC(=C)C4=CC(=O)C=CC34C. (3) Drug 1: C1=CC(=C2C(=C1NCCNCCO)C(=O)C3=C(C=CC(=C3C2=O)O)O)NCCNCCO. Drug 2: C(CCl)NC(=O)N(CCCl)N=O. Cell line: SK-MEL-5. Synergy scores: CSS=9.61, Synergy_ZIP=-0.453, Synergy_Bliss=-2.49, Synergy_Loewe=-26.2, Synergy_HSA=-6.78. (4) Drug 1: COC1=C(C=C2C(=C1)N=CN=C2NC3=CC(=C(C=C3)F)Cl)OCCCN4CCOCC4. Drug 2: CCC1(CC2CC(C3=C(CCN(C2)C1)C4=CC=CC=C4N3)(C5=C(C=C6C(=C5)C78CCN9C7C(C=CC9)(C(C(C8N6C)(C(=O)OC)O)OC(=O)C)CC)OC)C(=O)OC)O.OS(=O)(=O)O. Cell line: A498. Synergy scores: CSS=42.2, Synergy_ZIP=-12.0, Synergy_Bliss=-3.70, Synergy_Loewe=0.219, Synergy_HSA=2.08. (5) Drug 1: CC(C)NC(=O)C1=CC=C(C=C1)CNNC.Cl. Drug 2: CC1C(C(CC(O1)OC2CC(CC3=C2C(=C4C(=C3O)C(=O)C5=C(C4=O)C(=CC=C5)OC)O)(C(=O)CO)O)N)O.Cl. Cell line: HOP-62. Synergy scores: CSS=36.3, Synergy_ZIP=3.51, Synergy_Bliss=-0.986, Synergy_Loewe=-29.8, Synergy_HSA=-4.70. (6) Drug 2: C1CNP(=O)(OC1)N(CCCl)CCCl. Drug 1: C1=NNC2=C1C(=O)NC=N2. Cell line: OVCAR-4. Synergy scores: CSS=5.96, Synergy_ZIP=-1.24, Synergy_Bliss=0.840, Synergy_Loewe=-8.63, Synergy_HSA=-1.55.